Dataset: NCI-60 drug combinations with 297,098 pairs across 59 cell lines. Task: Regression. Given two drug SMILES strings and cell line genomic features, predict the synergy score measuring deviation from expected non-interaction effect. (1) Drug 1: CC(C)NC(=O)C1=CC=C(C=C1)CNNC.Cl. Drug 2: CC1=C(C(=O)C2=C(C1=O)N3CC4C(C3(C2COC(=O)N)OC)N4)N. Cell line: OVCAR3. Synergy scores: CSS=2.47, Synergy_ZIP=-4.45, Synergy_Bliss=-6.25, Synergy_Loewe=-22.3, Synergy_HSA=-8.96. (2) Drug 1: CN(C)C1=NC(=NC(=N1)N(C)C)N(C)C. Drug 2: CS(=O)(=O)OCCCCOS(=O)(=O)C. Cell line: SR. Synergy scores: CSS=43.2, Synergy_ZIP=-0.399, Synergy_Bliss=-2.79, Synergy_Loewe=-2.24, Synergy_HSA=-2.22. (3) Drug 1: CC1=CC2C(CCC3(C2CCC3(C(=O)C)OC(=O)C)C)C4(C1=CC(=O)CC4)C. Drug 2: CC1C(C(CC(O1)OC2CC(CC3=C2C(=C4C(=C3O)C(=O)C5=CC=CC=C5C4=O)O)(C(=O)C)O)N)O. Cell line: OVCAR-5. Synergy scores: CSS=36.1, Synergy_ZIP=0.0720, Synergy_Bliss=0.538, Synergy_Loewe=-40.1, Synergy_HSA=2.60. (4) Drug 1: CC1=C2C(C(=O)C3(C(CC4C(C3C(C(C2(C)C)(CC1OC(=O)C(C(C5=CC=CC=C5)NC(=O)OC(C)(C)C)O)O)OC(=O)C6=CC=CC=C6)(CO4)OC(=O)C)OC)C)OC. Drug 2: C1=CN(C=N1)CC(O)(P(=O)(O)O)P(=O)(O)O. Cell line: MDA-MB-435. Synergy scores: CSS=49.2, Synergy_ZIP=-3.50, Synergy_Bliss=-10.4, Synergy_Loewe=-38.4, Synergy_HSA=-11.2. (5) Drug 1: COC1=CC(=CC(=C1O)OC)C2C3C(COC3=O)C(C4=CC5=C(C=C24)OCO5)OC6C(C(C7C(O6)COC(O7)C8=CC=CS8)O)O. Drug 2: CC1CCC2CC(C(=CC=CC=CC(CC(C(=O)C(C(C(=CC(C(=O)CC(OC(=O)C3CCCCN3C(=O)C(=O)C1(O2)O)C(C)CC4CCC(C(C4)OC)O)C)C)O)OC)C)C)C)OC. Cell line: OVCAR-8. Synergy scores: CSS=25.2, Synergy_ZIP=-3.18, Synergy_Bliss=-2.78, Synergy_Loewe=0.572, Synergy_HSA=2.38. (6) Drug 1: C(=O)(N)NO. Drug 2: CC1=C(C(=O)C2=C(C1=O)N3CC4C(C3(C2COC(=O)N)OC)N4)N. Cell line: SNB-19. Synergy scores: CSS=29.6, Synergy_ZIP=2.40, Synergy_Bliss=2.30, Synergy_Loewe=-32.0, Synergy_HSA=1.53. (7) Drug 1: CC(C1=C(C=CC(=C1Cl)F)Cl)OC2=C(N=CC(=C2)C3=CN(N=C3)C4CCNCC4)N. Drug 2: CS(=O)(=O)C1=CC(=C(C=C1)C(=O)NC2=CC(=C(C=C2)Cl)C3=CC=CC=N3)Cl. Cell line: M14. Synergy scores: CSS=-6.41, Synergy_ZIP=3.22, Synergy_Bliss=2.89, Synergy_Loewe=-1.92, Synergy_HSA=-1.47. (8) Synergy scores: CSS=57.7, Synergy_ZIP=4.14, Synergy_Bliss=4.36, Synergy_Loewe=9.23, Synergy_HSA=10.6. Cell line: SNB-19. Drug 1: COC1=CC(=CC(=C1O)OC)C2C3C(COC3=O)C(C4=CC5=C(C=C24)OCO5)OC6C(C(C7C(O6)COC(O7)C8=CC=CS8)O)O. Drug 2: CC1CCC2CC(C(=CC=CC=CC(CC(C(=O)C(C(C(=CC(C(=O)CC(OC(=O)C3CCCCN3C(=O)C(=O)C1(O2)O)C(C)CC4CCC(C(C4)OC)OCCO)C)C)O)OC)C)C)C)OC.